Dataset: Full USPTO retrosynthesis dataset with 1.9M reactions from patents (1976-2016). Task: Predict the reactants needed to synthesize the given product. (1) The reactants are: [CH3:1][O:2][C:3]1[C:8]([C:9]2[CH:14]=[CH:13][CH:12]=[C:11]([C:15]3[O:16][CH:17]=[N:18][N:19]=3)[CH:10]=2)=[CH:7][C:6]([CH:20]=[O:21])=[CH:5][CH:4]=1.[F:22][C:23]1[CH:28]=[CH:27][C:26]([Mg]Br)=[CH:25][CH:24]=1.[NH4+].[Cl-]. Given the product [F:22][C:23]1[CH:28]=[CH:27][C:26]([CH:20]([C:6]2[CH:7]=[C:8]([C:9]3[CH:14]=[CH:13][CH:12]=[C:11]([C:15]4[O:16][CH:17]=[N:18][N:19]=4)[CH:10]=3)[C:3]([O:2][CH3:1])=[CH:4][CH:5]=2)[OH:21])=[CH:25][CH:24]=1, predict the reactants needed to synthesize it. (2) Given the product [N:26]1[CH:27]=[CH:28][N:29]=[CH:30][C:25]=1[C:2]1[C:11]2[CH2:10][CH2:9][CH2:8][CH2:7][C:6]=2[N:5]=[C:4]([O:12][CH2:13][C:14]2[CH:19]=[CH:18][CH:17]=[CH:16][N:15]=2)[CH:3]=1, predict the reactants needed to synthesize it. The reactants are: Cl[C:2]1[C:11]2[CH2:10][CH2:9][CH2:8][CH2:7][C:6]=2[N:5]=[C:4]([O:12][CH2:13][C:14]2[CH:19]=[CH:18][CH:17]=[CH:16][N:15]=2)[CH:3]=1.C([Sn](CCCC)(CCCC)[C:25]1[CH:30]=[N:29][CH:28]=[CH:27][N:26]=1)CCC.CN(C=O)C.